This data is from Full USPTO retrosynthesis dataset with 1.9M reactions from patents (1976-2016). The task is: Predict the reactants needed to synthesize the given product. (1) Given the product [Br:4][C:5]1[C:6](/[CH:16]=[C:17](\[OH:23])/[C:18]([O:20][CH2:21][CH3:22])=[O:19])=[C:7]([N+:13]([O-:15])=[O:14])[C:8]([O:11][CH3:12])=[N:9][CH:10]=1, predict the reactants needed to synthesize it. The reactants are: C(O)C.[Br:4][C:5]1[C:6]([CH3:16])=[C:7]([N+:13]([O-:15])=[O:14])[C:8]([O:11][CH3:12])=[N:9][CH:10]=1.[C:17](OCC)(=[O:23])[C:18]([O:20][CH2:21][CH3:22])=[O:19].[O-]CC.[K+]. (2) Given the product [NH2:47][C:44]1[S:45][CH:46]=[C:42](/[C:12](=[N:11]/[O:10][C:7]([CH3:9])([CH3:8])[C:6]([OH:55])=[O:5])/[C:13]([NH:15][C@@H:16]2[C:17](=[O:41])[N:18]([S:37]([OH:40])(=[O:39])=[O:38])[C@@H:19]2[CH2:20][N:21]2[CH2:25][C@@H:24]([CH2:26][OH:27])[O:23][C:22]2=[O:36])=[O:14])[N:43]=1, predict the reactants needed to synthesize it. The reactants are: C([O:5][C:6](=[O:55])[C:7]([O:10]/[N:11]=[C:12](/[C:42]1[N:43]=[C:44]([NH:47]C(OC(C)(C)C)=O)[S:45][CH:46]=1)\[C:13]([NH:15][C@H:16]1[C@@H:19]([CH2:20][N:21]2[CH2:25][C@@H:24]([CH2:26][O:27]COCC[Si](C)(C)C)[O:23][C:22]2=[O:36])[N:18]([S:37]([OH:40])(=[O:39])=[O:38])[C:17]1=[O:41])=[O:14])([CH3:9])[CH3:8])(C)(C)C.C(O)(C(F)(F)F)=O. (3) Given the product [Na+:40].[Cl:1][C:2]1[CH:7]=[C:6]([C:8]2[N:12]=[C:11]([C:13]3[S:14][C:15]([C:24]([F:26])([F:25])[F:27])=[C:16]([C:18]4[CH:19]=[CH:20][CH:21]=[CH:22][CH:23]=4)[CH:17]=3)[O:10][N:9]=2)[CH:5]=[CH:4][C:3]=1[CH2:28][N:29]1[CH:33]=[CH:32][C:31]([C:34]([O-:36])=[O:35])=[N:30]1, predict the reactants needed to synthesize it. The reactants are: [Cl:1][C:2]1[CH:7]=[C:6]([C:8]2[N:12]=[C:11]([C:13]3[S:14][C:15]([C:24]([F:27])([F:26])[F:25])=[C:16]([C:18]4[CH:23]=[CH:22][CH:21]=[CH:20][CH:19]=4)[CH:17]=3)[O:10][N:9]=2)[CH:5]=[CH:4][C:3]=1[CH2:28][N:29]1[CH:33]=[CH:32][C:31]([C:34]([O:36]CC)=[O:35])=[N:30]1.[OH-].[Na+:40]. (4) Given the product [CH3:1][C:2]1([O:8][C:14]2[CH:13]=[CH:12][C:20]3[C:19]4[CH:21]=[C:22]([C:25]#[N:26])[N:23]=[CH:24][C:18]=4[N:17]([CH2:27][O:28][CH2:29][CH2:30][Si:31]([CH3:33])([CH3:32])[CH3:34])[C:16]=3[N:15]=2)[CH2:7][CH2:6][CH2:5][NH:4][CH2:3]1, predict the reactants needed to synthesize it. The reactants are: [CH3:1][C:2]1([OH:8])[CH2:7][CH2:6][CH2:5][NH:4][CH2:3]1.[H-].[Na+].Cl[C:12]1[C:20]2[C:19]3[CH:21]=[C:22]([C:25]#[N:26])[N:23]=[CH:24][C:18]=3[N:17]([CH2:27][O:28][CH2:29][CH2:30][Si:31]([CH3:34])([CH3:33])[CH3:32])[C:16]=2[N:15]=[CH:14][CH:13]=1. (5) Given the product [Cl:20][C:21]1[CH:22]=[C:23]([CH:29]=[CH:30][C:31]=1[Cl:32])[O:24][CH2:25][CH:26]([OH:27])[CH2:28][N:2]([CH3:1])[CH2:3][C:4]1[CH:5]=[CH:6][C:7]([C:10]2[CH:15]=[CH:14][CH:13]=[CH:12][C:11]=2[C:16]([F:17])([F:18])[F:19])=[CH:8][CH:9]=1, predict the reactants needed to synthesize it. The reactants are: [CH3:1][NH:2][CH2:3][C:4]1[CH:9]=[CH:8][C:7]([C:10]2[CH:15]=[CH:14][CH:13]=[CH:12][C:11]=2[C:16]([F:19])([F:18])[F:17])=[CH:6][CH:5]=1.[Cl:20][C:21]1[CH:22]=[C:23]([CH:29]=[CH:30][C:31]=1[Cl:32])[O:24][CH2:25][CH:26]1[CH2:28][O:27]1. (6) Given the product [CH2:64]([N:59]1[C:57]2=[N:58][C:53]([C:2]3[C:3]([CH3:19])=[N:4][C:5]([C:8]4[NH:12][CH:11]=[N:10][N:9]=4)=[CH:6][CH:7]=3)=[CH:54][N:55]=[C:56]2[NH:62][CH2:61][C:60]1=[O:63])[CH3:65], predict the reactants needed to synthesize it. The reactants are: Br[C:2]1[C:3]([CH3:19])=[N:4][C:5]([C:8]2[N:12]=[CH:11][N:10](C3CCCCO3)[N:9]=2)=[CH:6][CH:7]=1.B1(B2OC(C)(C)C(C)(C)O2)OC(C)(C)C(C)(C)O1.C([O-])(=O)C.[K+].C(=O)([O-])[O-].[K+].[K+].ClCCl.Br[C:53]1[N:58]=[C:57]2[N:59]([CH2:64][CH3:65])[C:60](=[O:63])[CH2:61][NH:62][C:56]2=[N:55][CH:54]=1. (7) Given the product [Cl:8][C:5]1[CH:6]=[CH:7][C:2]([C:10]2[CH:15]=[CH:14][C:13]([CH3:16])=[CH:12][CH:11]=2)=[N:3][CH:4]=1, predict the reactants needed to synthesize it. The reactants are: Br[C:2]1[CH:7]=[CH:6][C:5]([Cl:8])=[CH:4][N:3]=1.B(O)(O)[C:10]1[CH:11]=[CH:12][C:13]([CH3:16])=[CH:14][CH:15]=1.C([O-])([O-])=O.[Na+].[Na+]. (8) Given the product [F:30][C:28]1([F:31])[O:27][C:26]2[CH:32]=[CH:33][C:23]([C:20]3([C:18]([NH:17][C:15]4[N:16]=[C:11]([C:6]5[CH:7]=[CH:8][C:9](=[O:10])[N:4]([CH2:3][CH2:2][NH:1][C:36](=[O:37])[O:38][CH2:39][CH3:40])[CH:5]=5)[C:12]([CH3:34])=[CH:13][CH:14]=4)=[O:19])[CH2:22][CH2:21]3)=[CH:24][C:25]=2[O:29]1, predict the reactants needed to synthesize it. The reactants are: [NH2:1][CH2:2][CH2:3][N:4]1[C:9](=[O:10])[CH:8]=[CH:7][C:6]([C:11]2[N:16]=[C:15]([NH:17][C:18]([C:20]3([C:23]4[CH:33]=[CH:32][C:26]5[O:27][C:28]([F:31])([F:30])[O:29][C:25]=5[CH:24]=4)[CH2:22][CH2:21]3)=[O:19])[CH:14]=[CH:13][C:12]=2[CH3:34])=[CH:5]1.Cl[C:36]([O:38][CH2:39][CH3:40])=[O:37].C(N(CC)CC)C. (9) Given the product [Br:24][CH2:25][CH2:26][CH2:27][P:17](=[O:16])([O:18][CH2:19][CH3:20])[O:21][CH2:22][CH3:23], predict the reactants needed to synthesize it. The reactants are: C(ON)C1C=CC=CC=1.C(Cl)(=O)C.C([O:16][P:17]([O:21][CH2:22][CH3:23])[O:18][CH2:19][CH3:20])C.[Br:24][CH2:25][CH2:26][CH2:27]Br. (10) Given the product [Cl:1][C:2]1[CH:7]=[CH:6][C:5]([CH:8]([C:28]2[CH:29]=[CH:30][C:25]([C:23]([OH:24])=[O:22])=[CH:26][CH:27]=2)[CH2:9][C:10]([C:12]2[CH:17]=[CH:16][C:15](=[O:18])[N:14]([CH3:34])[CH:13]=2)=[O:11])=[C:4]([F:20])[CH:3]=1, predict the reactants needed to synthesize it. The reactants are: [Cl:1][C:2]1[CH:7]=[CH:6][C:5](/[CH:8]=[CH:9]/[C:10]([C:12]2[CH:13]=[N:14][C:15]([O:18]C)=[CH:16][CH:17]=2)=[O:11])=[C:4]([F:20])[CH:3]=1.C[O:22][C:23]([C:25]1[CH:30]=[CH:29][C:28](B(O)O)=[CH:27][CH:26]=1)=[O:24].[C:34](=O)([O-])O.[Na+].Cl.